Dataset: Forward reaction prediction with 1.9M reactions from USPTO patents (1976-2016). Task: Predict the product of the given reaction. (1) The product is: [Cl:15][C:11]1[C:10]([F:16])=[C:9]([CH:14]=[CH:13][CH:12]=1)[CH:8]=[O:2]. Given the reactants [N+](C(C)C)([O-])=[O:2].Br[CH2:8][C:9]1[CH:14]=[CH:13][CH:12]=[C:11]([Cl:15])[C:10]=1[F:16], predict the reaction product. (2) Given the reactants [CH3:1][O:2][C:3]1[CH:31]=[CH:30][CH:29]=[CH:28][C:4]=1[O:5][C:6]1[CH:27]=[CH:26][C:9]([NH:10][C:11]2[C:20]3[C:15](=[CH:16][C:17]([OH:23])=[C:18]([O:21][CH3:22])[CH:19]=3)[N:14]=[CH:13][C:12]=2[C:24]#[N:25])=[CH:8][CH:7]=1.[Cl:32][CH2:33][CH2:34][CH2:35]Br.[O-]CCCC.[K+].O, predict the reaction product. The product is: [CH3:1][O:2][C:3]1[CH:31]=[CH:30][CH:29]=[CH:28][C:4]=1[O:5][C:6]1[CH:27]=[CH:26][C:9]([NH:10][C:11]2[C:20]3[C:15](=[CH:16][C:17]([O:23][CH2:35][CH2:34][CH2:33][Cl:32])=[C:18]([O:21][CH3:22])[CH:19]=3)[N:14]=[CH:13][C:12]=2[C:24]#[N:25])=[CH:8][CH:7]=1.